From a dataset of TCR-epitope binding with 47,182 pairs between 192 epitopes and 23,139 TCRs. Binary Classification. Given a T-cell receptor sequence (or CDR3 region) and an epitope sequence, predict whether binding occurs between them. (1) The epitope is YVFCTVNAL. The TCR CDR3 sequence is CASSQEYLGAGDTGELFF. Result: 0 (the TCR does not bind to the epitope). (2) The epitope is IYSKHTPINL. The TCR CDR3 sequence is CASSQELRTGGVDEQFF. Result: 0 (the TCR does not bind to the epitope). (3) The epitope is AVFDRKSDAK. The TCR CDR3 sequence is CASSYLPDTPGHEQFF. Result: 0 (the TCR does not bind to the epitope). (4) The epitope is YLNTLTLAV. The TCR CDR3 sequence is CASSSPWTGREKLFF. Result: 1 (the TCR binds to the epitope).